This data is from Catalyst prediction with 721,799 reactions and 888 catalyst types from USPTO. The task is: Predict which catalyst facilitates the given reaction. (1) Reactant: [N+:1]([C:4]1[C:5]([N:10]2[CH2:15][CH2:14][C:13](=[CH:16][C:17]#[CH:18])[CH2:12][CH2:11]2)=[N:6][CH:7]=[CH:8][CH:9]=1)([O-:3])=[O:2].Br[C:20]1[CH:21]=[N:22][C:23]2[C:28]([CH:29]=1)=[CH:27][CH:26]=[CH:25][CH:24]=2.[F-].C([N+](CCCC)(CCCC)CCCC)CCC. Product: [N+:1]([C:4]1[C:5]([N:10]2[CH2:15][CH2:14][C:13](=[CH:16][C:17]#[C:18][C:20]3[CH:21]=[N:22][C:23]4[C:28]([CH:29]=3)=[CH:27][CH:26]=[CH:25][CH:24]=4)[CH2:12][CH2:11]2)=[N:6][CH:7]=[CH:8][CH:9]=1)([O-:3])=[O:2]. The catalyst class is: 189. (2) Reactant: [Br:1][C:2]1[CH:3]=[C:4]([NH2:9])[C:5]([NH2:8])=[N:6][CH:7]=1.[CH2:10]([N:12]([CH2:24][CH3:25])[CH2:13][CH2:14][O:15][C:16]1[CH:23]=[CH:22][C:19]([CH:20]=O)=[CH:18][CH:17]=1)[CH3:11]. Product: [Br:1][C:2]1[CH:3]=[C:4]2[N:9]=[C:20]([C:19]3[CH:22]=[CH:23][C:16]([O:15][CH2:14][CH2:13][N:12]([CH2:24][CH3:25])[CH2:10][CH3:11])=[CH:17][CH:18]=3)[NH:8][C:5]2=[N:6][CH:7]=1. The catalyst class is: 641. (3) Reactant: [CH2:1]([O:3][C:4]1[N:5]([C:20]2[CH:25]=[CH:24][CH:23]=[CH:22][CH:21]=2)[C:6]([C:14]2[CH:19]=[CH:18][CH:17]=[CH:16][CH:15]=2)=[C:7]([C:9]([O:11]CC)=[O:10])[N:8]=1)[CH3:2].[OH-].[Na+].C(O)C.Cl. Product: [CH2:1]([O:3][C:4]1[N:5]([C:20]2[CH:25]=[CH:24][CH:23]=[CH:22][CH:21]=2)[C:6]([C:14]2[CH:19]=[CH:18][CH:17]=[CH:16][CH:15]=2)=[C:7]([C:9]([OH:11])=[O:10])[N:8]=1)[CH3:2]. The catalyst class is: 6. (4) Reactant: [CH3:1][C:2]1[N:6]([CH2:7][C:8]2[CH:13]=[CH:12][N:11]=[C:10]([N:14]3[CH2:19][CH2:18][NH:17][CH2:16][CH2:15]3)[CH:9]=2)[N:5]=[C:4]([C:20]2[O:24][N:23]=[C:22]([C:25]3[CH:30]=[CH:29][C:28]([C:31]4([C:34]([F:37])([F:36])[F:35])[CH2:33][CH2:32]4)=[CH:27][CH:26]=3)[N:21]=2)[CH:3]=1.C(O)(=O)C.C(O[C:45]1(O[Si](C)(C)C)[CH2:47][CH2:46]1)C.C([BH3-])#N.[Na+]. Product: [CH:45]1([N:17]2[CH2:18][CH2:19][N:14]([C:10]3[CH:9]=[C:8]([CH2:7][N:6]4[C:2]([CH3:1])=[CH:3][C:4]([C:20]5[O:24][N:23]=[C:22]([C:25]6[CH:30]=[CH:29][C:28]([C:31]7([C:34]([F:35])([F:37])[F:36])[CH2:32][CH2:33]7)=[CH:27][CH:26]=6)[N:21]=5)=[N:5]4)[CH:13]=[CH:12][N:11]=3)[CH2:15][CH2:16]2)[CH2:47][CH2:46]1. The catalyst class is: 5. (5) Reactant: Br[CH2:2][C:3]1[CH:4]=[CH:5][C:6]([Cl:12])=[C:7]([CH:11]=1)[C:8]([OH:10])=[O:9].[C-:13]#[N:14].[K+]. Product: [Cl:12][C:6]1[CH:5]=[CH:4][C:3]([CH2:2][C:13]#[N:14])=[CH:11][C:7]=1[C:8]([OH:10])=[O:9]. The catalyst class is: 18. (6) Reactant: [C:1]([OH:12])(=O)[CH:2]=[CH:3][CH2:4][CH2:5][CH:6]=[CH:7][CH:8]=[CH:9][CH3:10].CN(C=O)C.S(Cl)([Cl:20])=O. Product: [C:1]([Cl:20])(=[O:12])[CH:2]=[CH:3][CH2:4][CH2:5][CH:6]=[CH:7][CH:8]=[CH:9][CH3:10]. The catalyst class is: 11.